Dataset: Catalyst prediction with 721,799 reactions and 888 catalyst types from USPTO. Task: Predict which catalyst facilitates the given reaction. (1) Reactant: [CH3:1][C:2]1([CH3:30])[CH2:11][C:10]2[N:9]=[C:8]([CH2:12][C:13]3[CH:18]=[CH:17][C:16]([N+:19]([O-])=O)=[CH:15][CH:14]=3)[C:7]3[NH:22][C:23]4[CH:24]=[CH:25][CH:26]=[CH:27][C:28]=4[C:6]=3[C:5]=2[C:4](=[O:29])[CH2:3]1.O.O.Cl[Sn]Cl. Product: [NH2:19][C:16]1[CH:15]=[CH:14][C:13]([CH2:12][C:8]2[C:7]3[NH:22][C:23]4[CH:24]=[CH:25][CH:26]=[CH:27][C:28]=4[C:6]=3[C:5]3[C:4](=[O:29])[CH2:3][C:2]([CH3:30])([CH3:1])[CH2:11][C:10]=3[N:9]=2)=[CH:18][CH:17]=1. The catalyst class is: 8. (2) Reactant: [C:1]([C:5]1[CH:10]=[CH:9][C:8](B(O)O)=[CH:7][CH:6]=1)([CH3:4])([CH3:3])[CH3:2].I[C:15]1[CH:25]=[CH:24][CH:23]=[CH:22][C:16]=1[C:17]([O:19][CH2:20][CH3:21])=[O:18].C([O-])([O-])=O.[Cs+].[Cs+]. Product: [C:1]([C:5]1[CH:10]=[CH:9][C:8]([C:15]2[C:16]([C:17]([O:19][CH2:20][CH3:21])=[O:18])=[CH:22][CH:23]=[CH:24][CH:25]=2)=[CH:7][CH:6]=1)([CH3:4])([CH3:3])[CH3:2]. The catalyst class is: 339. (3) Reactant: [CH3:1][O:2][C:3](=[O:6])[CH2:4]Br.[CH3:7][C:8]1[NH:9][CH:10]=[CH:11][N:12]=1.C(=O)([O-])[O-].[K+].[K+]. Product: [CH3:1][O:2][C:3](=[O:6])[CH2:4][N:9]1[CH:10]=[CH:11][N:12]=[C:8]1[CH3:7]. The catalyst class is: 3. (4) Reactant: COC1C=CC(C[N:8]2[C:12](=[O:13])[C@@:11]3([CH2:25][C:16]4=[N:17][CH:18]=[C:19]([C:21]([O:23][CH3:24])=[O:22])[CH:20]=[C:15]4[CH2:14]3)[N:10]([CH3:26])[C:9]2=[O:27])=CC=1. Product: [CH3:26][N:10]1[C@:11]2([CH2:25][C:16]3=[N:17][CH:18]=[C:19]([C:21]([O:23][CH3:24])=[O:22])[CH:20]=[C:15]3[CH2:14]2)[C:12](=[O:13])[NH:8][C:9]1=[O:27]. The catalyst class is: 5. (5) Reactant: C([O:3][CH:4](OCC)[C:5]1[N:29]([CH:30]([CH2:33][CH3:34])[CH2:31][CH3:32])[C:8]2[N:9]=[C:10]([NH:13][C:14]3[CH:19]=[CH:18][C:17]([N:20]4[CH2:25][CH2:24][N:23]([C:26](=[O:28])[CH3:27])[CH2:22][CH2:21]4)=[CH:16][CH:15]=3)[N:11]=[CH:12][C:7]=2[CH:6]=1)C.Cl.[OH-].[Na+].C([O-])(O)=O.[Na+]. Product: [C:26]([N:23]1[CH2:24][CH2:25][N:20]([C:17]2[CH:18]=[CH:19][C:14]([NH:13][C:10]3[N:11]=[CH:12][C:7]4[CH:6]=[C:5]([CH:4]=[O:3])[N:29]([CH:30]([CH2:31][CH3:32])[CH2:33][CH3:34])[C:8]=4[N:9]=3)=[CH:15][CH:16]=2)[CH2:21][CH2:22]1)(=[O:28])[CH3:27]. The catalyst class is: 12. (6) Reactant: CS(C)=O.[CH:5]1([N:10]2[C:19]3[C:14](=[CH:15][C:16]([F:21])=[C:17](F)[CH:18]=3)[C:13](=[O:22])[C:12]([N+:23]([O-:25])=[O:24])=[CH:11]2)[CH2:9][CH2:8][CH2:7][CH2:6]1.[CH:26]1([NH2:32])[CH2:31][CH2:30][CH2:29][CH2:28][CH2:27]1. Product: [CH:26]1([NH:32][C:17]2[CH:18]=[C:19]3[C:14]([C:13](=[O:22])[C:12]([N+:23]([O-:25])=[O:24])=[CH:11][N:10]3[CH:5]3[CH2:9][CH2:8][CH2:7][CH2:6]3)=[CH:15][C:16]=2[F:21])[CH2:31][CH2:30][CH2:29][CH2:28][CH2:27]1. The catalyst class is: 6.